From a dataset of Peptide-MHC class I binding affinity with 185,985 pairs from IEDB/IMGT. Regression. Given a peptide amino acid sequence and an MHC pseudo amino acid sequence, predict their binding affinity value. This is MHC class I binding data. (1) The peptide sequence is FSSPPSYFQ. The MHC is Mamu-B6601 with pseudo-sequence Mamu-B6601. The binding affinity (normalized) is 0.588. (2) The peptide sequence is SLNSMYTRLR. The MHC is HLA-A31:01 with pseudo-sequence HLA-A31:01. The binding affinity (normalized) is 1.00. (3) The peptide sequence is TTRAVNMEV. The MHC is HLA-A80:01 with pseudo-sequence HLA-A80:01. The binding affinity (normalized) is 0.0847. (4) The peptide sequence is FVNRRFTLV. The MHC is HLA-A02:01 with pseudo-sequence HLA-A02:01. The binding affinity (normalized) is 0.538. (5) The peptide sequence is TVYYGVPVWK. The MHC is HLA-A33:01 with pseudo-sequence HLA-A33:01. The binding affinity (normalized) is 0.278. (6) The MHC is HLA-A02:01 with pseudo-sequence HLA-A02:01. The peptide sequence is AARPDDPTL. The binding affinity (normalized) is 0.149.